This data is from Blood-brain barrier permeability classification from the B3DB database. The task is: Regression/Classification. Given a drug SMILES string, predict its absorption, distribution, metabolism, or excretion properties. Task type varies by dataset: regression for continuous measurements (e.g., permeability, clearance, half-life) or binary classification for categorical outcomes (e.g., BBB penetration, CYP inhibition). Dataset: b3db_classification. (1) The molecule is NC(=O)CCC1NC(=O)C(Cc2ccccc2)NC(=O)C(Cc2ccc(O)cc2)NC(=O)CCSSCC(C(=O)N2CCCC2C(=O)NC(CCCN=C(N)N)C(=O)NCC(N)=O)NC(=O)C(CC(N)=O)NC1=O. The result is 0 (does not penetrate BBB). (2) The drug is COC[C@@]1(C(=O)O)[C@H](c2ccc3c(c2)OCO3)[C@@H]1S(C)(=O)=O. The result is 1 (penetrates BBB). (3) The molecule is CCCOC(=O)c1ccc(N)cc1. The result is 1 (penetrates BBB). (4) The molecule is CC1=C(C(=O)O)N2C(=O)C(NC(=O)C(N)C3=CCC=CC3)C2SC1. The result is 0 (does not penetrate BBB). (5) The molecule is Cn1cc(-c2ccncc2)c(-c2ccc(OCc3ccc4ccccc4n3)cc2)n1. The result is 1 (penetrates BBB). (6) The molecule is CC1(C)[C@H]2CC[C@]1(C)C(=O)C2. The result is 1 (penetrates BBB).